From a dataset of Peptide-MHC class I binding affinity with 185,985 pairs from IEDB/IMGT. Regression. Given a peptide amino acid sequence and an MHC pseudo amino acid sequence, predict their binding affinity value. This is MHC class I binding data. (1) The peptide sequence is KVFGYDIDR. The MHC is HLA-B15:01 with pseudo-sequence HLA-B15:01. The binding affinity (normalized) is 0.0847. (2) The peptide sequence is LTDSSTLLV. The binding affinity (normalized) is 0.0847. The MHC is HLA-A26:01 with pseudo-sequence HLA-A26:01. (3) The peptide sequence is WPPSRWGVV. The MHC is HLA-B07:02 with pseudo-sequence HLA-B07:02. The binding affinity (normalized) is 0.620. (4) The peptide sequence is TQFAGVVTV. The MHC is HLA-C12:03 with pseudo-sequence HLA-C12:03. The binding affinity (normalized) is 0.898.